The task is: Predict the reactants needed to synthesize the given product.. This data is from Full USPTO retrosynthesis dataset with 1.9M reactions from patents (1976-2016). (1) The reactants are: [NH:1]1[CH2:6][CH2:5][CH:4]([NH:7][C:8](=[O:14])[O:9][C:10]([CH3:13])([CH3:12])[CH3:11])[CH2:3][CH2:2]1.ClCCl.[C:18]([C:21]1[CH:30]=[CH:29][C:24]([C:25]([O:27][CH3:28])=[O:26])=[CH:23][CH:22]=1)(Cl)=[O:19]. Given the product [C:10]([O:9][C:8]([NH:7][CH:4]1[CH2:3][CH2:2][N:1]([C:18]([C:21]2[CH:30]=[CH:29][C:24]([C:25]([O:27][CH3:28])=[O:26])=[CH:23][CH:22]=2)=[O:19])[CH2:6][CH2:5]1)=[O:14])([CH3:11])([CH3:13])[CH3:12], predict the reactants needed to synthesize it. (2) Given the product [C:13]([NH:17][C:18]([C:20]1[CH:24]=[C:23]([C:25]2[CH:30]=[CH:29][C:28]([CH2:31][NH:32][C:8](=[O:10])[CH3:9])=[CH:27][N:26]=2)[N:22]([C:33]2[CH:34]=[N:35][CH:36]=[CH:37][CH:38]=2)[N:21]=1)=[O:19])([CH3:16])([CH3:14])[CH3:15], predict the reactants needed to synthesize it. The reactants are: C(N(CC)CC)C.[C:8](Cl)(=[O:10])[CH3:9].Cl.[C:13]([NH:17][C:18]([C:20]1[CH:24]=[C:23]([C:25]2[CH:30]=[CH:29][C:28]([CH2:31][NH2:32])=[CH:27][N:26]=2)[N:22]([C:33]2[CH:34]=[N:35][CH:36]=[CH:37][CH:38]=2)[N:21]=1)=[O:19])([CH3:16])([CH3:15])[CH3:14].O. (3) Given the product [F:1][C:2]1[C:3]([CH2:14][N:15]([CH3:23])[C:16](=[O:22])[O:17][C:18]([CH3:19])([CH3:20])[CH3:21])=[CH:4][N:5]([S:47]([N:41]2[CH2:46][CH2:45][CH2:44][CH2:43][CH2:42]2)(=[O:49])=[O:48])[C:6]=1[C:7]1[C:8]([F:13])=[N:9][CH:10]=[CH:11][CH:12]=1, predict the reactants needed to synthesize it. The reactants are: [F:1][C:2]1[C:3]([CH2:14][N:15]([CH3:23])[C:16](=[O:22])[O:17][C:18]([CH3:21])([CH3:20])[CH3:19])=[CH:4][NH:5][C:6]=1[C:7]1[C:8]([F:13])=[N:9][CH:10]=[CH:11][CH:12]=1.[H-].[Na+].C1OCCOCCOCCOCCOC1.[N:41]1([S:47](Cl)(=[O:49])=[O:48])[CH2:46][CH2:45][CH2:44][CH2:43][CH2:42]1. (4) Given the product [F:7][C:8]1[C:13]([CH:14]2[CH2:19][CH2:18][C:17](=[N:1][OH:2])[CH2:16][CH2:15]2)=[CH:12][CH:11]=[CH:10][N:9]=1, predict the reactants needed to synthesize it. The reactants are: [NH2:1][O:2]S(O)(=O)=O.[F:7][C:8]1[C:13]([CH:14]2[CH2:19][CH2:18][C:17](=O)[CH2:16][CH2:15]2)=[CH:12][CH:11]=[CH:10][N:9]=1.[OH-].[Na+].C(=O)(O)[O-].[Na+]. (5) Given the product [CH2:1]([O:3][C:4]([C:6]1[C:7]([NH2:27])=[C:8]2[C:14]([C:15]3[CH:20]=[CH:19][C:18]([CH3:21])=[CH:17][CH:16]=3)=[N:13][N:12]([C:22]([CH3:25])([CH3:24])[CH3:23])[C:9]2=[N:10][CH:11]=1)=[O:5])[CH3:2], predict the reactants needed to synthesize it. The reactants are: [CH2:1]([O:3][C:4]([C:6]1[C:7](Cl)=[C:8]2[C:14]([C:15]3[CH:20]=[CH:19][C:18]([CH3:21])=[CH:17][CH:16]=3)=[N:13][N:12]([C:22]([CH3:25])([CH3:24])[CH3:23])[C:9]2=[N:10][CH:11]=1)=[O:5])[CH3:2].[NH3:27]. (6) Given the product [CH3:7][C:4]1[S:5][CH:6]=[C:2]([C:11]#[C:10][CH2:9][CH2:8][C:12]2[O:13][C:14]3[CH:20]=[CH:19][CH:18]=[CH:17][C:15]=3[N:16]=2)[N:3]=1, predict the reactants needed to synthesize it. The reactants are: Br[C:2]1[N:3]=[C:4]([CH3:7])[S:5][CH:6]=1.[CH2:8]([C:12]1[O:13][C:14]2[CH:20]=[CH:19][CH:18]=[CH:17][C:15]=2[N:16]=1)[CH2:9][C:10]#[CH:11].